Dataset: Reaction yield outcomes from USPTO patents with 853,638 reactions. Task: Predict the reaction yield, written as a fraction of the theoretical maximum amount of product (1.0 means a 100% yield; for example, 0.34 means a 34% yield). (1) The reactants are Cl.[CH2:2]([O:4][C:5](=[O:33])[CH2:6][NH:7][CH2:8][C:9]1[CH:14]=[CH:13][CH:12]=[C:11]([CH2:15][O:16][C:17]2[CH:22]=[CH:21][C:20]([C:23]3[CH:28]=[C:27]([F:29])[C:26]([F:30])=[CH:25][C:24]=3[O:31][CH3:32])=[CH:19][CH:18]=2)[CH:10]=1)[CH3:3].[CH2:34](Br)[C:35]1[CH:40]=[CH:39][CH:38]=[CH:37][CH:36]=1.C(=O)([O-])[O-].[K+].[K+]. The catalyst is C1COCC1.C(OCC)(=O)C. The product is [CH2:2]([O:4][C:5](=[O:33])[CH2:6][N:7]([CH2:34][C:35]1[CH:40]=[CH:39][CH:38]=[CH:37][CH:36]=1)[CH2:8][C:9]1[CH:14]=[CH:13][CH:12]=[C:11]([CH2:15][O:16][C:17]2[CH:18]=[CH:19][C:20]([C:23]3[CH:28]=[C:27]([F:29])[C:26]([F:30])=[CH:25][C:24]=3[O:31][CH3:32])=[CH:21][CH:22]=2)[CH:10]=1)[CH3:3]. The yield is 0.520. (2) The reactants are [F:1][C:2]1[CH:3]=[C:4]2[C:8](=[CH:9][CH:10]=1)[NH:7][C:6](=[O:11])[C:5]2=[O:12].[H-].[Na+].[CH3:15][O:16][C:17]1[CH:24]=[CH:23][C:20]([CH2:21]Cl)=[CH:19][CH:18]=1.O. The catalyst is CN(C=O)C.C(OCC)(=O)C.CCCCCC. The product is [F:1][C:2]1[CH:3]=[C:4]2[C:8](=[CH:9][CH:10]=1)[N:7]([CH2:21][C:20]1[CH:23]=[CH:24][C:17]([O:16][CH3:15])=[CH:18][CH:19]=1)[C:6](=[O:11])[C:5]2=[O:12]. The yield is 0.800. (3) The reactants are [ClH:1].[CH3:2][CH2:3][O:4][C:5]([NH:7][C:8]1[CH:9]=[CH:10][C:11]([NH:15][CH2:16][C:17]2[CH:18]=[CH:19][C:20]([F:23])=[CH:21][CH:22]=2)=[N:12][C:13]=1[NH2:14])=[O:6]. The catalyst is C(OCC)C. The product is [CH3:2][CH2:3][O:4][C:5]([NH:7][C:8]1[CH:9]=[CH:10][C:11]([NH:15][CH2:16][C:17]2[CH:22]=[CH:21][C:20]([F:23])=[CH:19][CH:18]=2)=[N:12][C:13]=1[NH2:14])=[O:6].[ClH:1]. The yield is 0.790. (4) The reactants are C(O[BH-](OC(=O)C)OC(=O)C)(=O)C.[Na+].[NH2:15][C@H:16]([CH2:24][CH3:25])[C:17]([N:19]1[CH2:23][CH2:22][CH2:21][CH2:20]1)=[O:18].[CH:26]([C:28]1[CH:33]=[CH:32][N:31]=[C:30]2[N:34]([C:41]([O:43][C:44]([CH3:47])([CH3:46])[CH3:45])=[O:42])[CH:35]=[C:36]([C:37]([O:39][CH3:40])=[O:38])[C:29]=12)=O. The catalyst is ClCCCl.C(O)(=O)C. The product is [O:18]=[C:17]([N:19]1[CH2:23][CH2:22][CH2:21][CH2:20]1)[C@H:16]([NH:15][CH2:26][C:28]1[CH:33]=[CH:32][N:31]=[C:30]2[N:34]([C:41]([O:43][C:44]([CH3:47])([CH3:46])[CH3:45])=[O:42])[CH:35]=[C:36]([C:37]([O:39][CH3:40])=[O:38])[C:29]=12)[CH2:24][CH3:25]. The yield is 0.930. (5) The yield is 0.0900. The reactants are [CH3:1][N:2]([CH3:21])[C:3]([C:5]1[C:15]([CH2:16]N(C)C)=[C:14]([OH:20])[C:8]2[N:9]=[C:10]([CH3:13])[N:11]([CH3:12])[C:7]=2[CH:6]=1)=[O:4].[S:22]1[CH:26]=[C:25]([C:27](N2CCCC2)=[CH2:28])[C:24]2[CH:34]=[CH:35][CH:36]=[CH:37][C:23]1=2.C(O)(=O)/C=C/C(O)=[O:42].C(=O)([O-])O.[Na+]. The catalyst is CC(C)=O.ClCCl. The product is [CH3:21][N:2]([CH3:1])[C:3]([C:5]1[C:15]([CH2:16][CH2:28][C:27]([C:25]2[C:24]3[CH:34]=[CH:35][CH:36]=[CH:37][C:23]=3[S:22][CH:26]=2)=[O:42])=[C:14]([OH:20])[C:8]2[N:9]=[C:10]([CH3:13])[N:11]([CH3:12])[C:7]=2[CH:6]=1)=[O:4]. (6) The reactants are [CH3:1][O:2][N:3]([CH3:13])[C:4]([C:6]1[CH:11]=[CH:10][NH:9][C:8](=[O:12])[CH:7]=1)=[O:5].Cl.Cl[CH2:16][CH2:17][CH2:18][N:19]([CH3:21])[CH3:20].C([O-])([O-])=O.[K+].[K+].O. The catalyst is CC(C)=O. The product is [CH3:20][N:19]([CH3:21])[CH2:18][CH2:17][CH2:16][N:9]1[CH:10]=[CH:11][C:6]([C:4]([N:3]([O:2][CH3:1])[CH3:13])=[O:5])=[CH:7][C:8]1=[O:12]. The yield is 0.870. (7) The reactants are [CH3:1][O:2][C:3](=[O:26])[CH:4]([NH:18][C:19]([O:21][C:22]([CH3:25])([CH3:24])[CH3:23])=[O:20])[CH2:5][O:6][C:7]1[CH:12]=[CH:11][C:10]([CH2:13][CH2:14][CH2:15][CH2:16][NH2:17])=[CH:9][CH:8]=1.C(N(C(C)C)CC)(C)C.[NH2:36][C:37]1[CH:38]=[N:39][C:40]([Cl:44])=[C:41]([NH2:43])[N:42]=1.I.CS[C:48](=[NH:50])[NH2:49].[CH2:51]([OH:53])C. No catalyst specified. The product is [CH3:1][O:2][C:3](=[O:26])[CH:4]([NH:18][C:19]([O:21][C:22]([CH3:23])([CH3:25])[CH3:24])=[O:20])[CH2:5][O:6][C:7]1[CH:8]=[CH:9][C:10]([CH2:13][CH2:14][CH2:15][CH2:16][NH:17][C:48]([NH2:49])=[N:50][C:51]([C:38]2[C:37]([NH2:36])=[N:42][C:41]([NH2:43])=[C:40]([Cl:44])[N:39]=2)=[O:53])=[CH:11][CH:12]=1. The yield is 0.370. (8) The reactants are Br[C:2]1[CH:7]=[CH:6][C:5]([C:8]([F:11])([F:10])[F:9])=[CH:4][N:3]=1.[CH:12]1([C:15]2[N:16]=[CH:17][C:18]([O:21][CH:22]3[CH2:31][N:25]4[CH2:26][CH2:27][NH:28][C:29](=[O:30])[CH:24]4[CH2:23]3)=[N:19][CH:20]=2)[CH2:14][CH2:13]1.C1(P(C2C=CC=CC=2)C2C3OC4C(=CC=CC=4P(C4C=CC=CC=4)C4C=CC=CC=4)C(C)(C)C=3C=CC=2)C=CC=CC=1.C(=O)([O-])[O-].[Cs+].[Cs+]. The catalyst is C([O-])(=O)C.[Pd+2].C([O-])(=O)C. The product is [CH:12]1([C:15]2[N:16]=[CH:17][C:18]([O:21][C@H:22]3[CH2:31][N:25]4[CH2:26][CH2:27][N:28]([C:2]5[CH:7]=[CH:6][C:5]([C:8]([F:11])([F:10])[F:9])=[CH:4][N:3]=5)[C:29](=[O:30])[C@@H:24]4[CH2:23]3)=[N:19][CH:20]=2)[CH2:14][CH2:13]1. The yield is 0.255. (9) The reactants are CCN(C(C)C)C(C)C.[F:10][C:11]1[CH:19]=[CH:18][C:17]([C:20]([F:23])([F:22])[F:21])=[CH:16][C:12]=1[C:13]([OH:15])=O.C1C=CC2N(O)N=NC=2C=1.CCN=C=NCCCN(C)C.Cl.[O:46]=[C:47]([N:64]1[CH2:69][CH2:68][NH:67][CH2:66][CH2:65]1)[CH2:48][NH:49][C:50]([C:52]1[CH:57]=[CH:56][C:55]([C:58]2[CH:63]=[CH:62][CH:61]=[CH:60][CH:59]=2)=[CH:54][CH:53]=1)=[O:51]. The catalyst is CN(C=O)C.O. The product is [F:10][C:11]1[CH:19]=[CH:18][C:17]([C:20]([F:23])([F:22])[F:21])=[CH:16][C:12]=1[C:13]([N:67]1[CH2:66][CH2:65][N:64]([C:47](=[O:46])[CH2:48][NH:49][C:50]([C:52]2[CH:57]=[CH:56][C:55]([C:58]3[CH:63]=[CH:62][CH:61]=[CH:60][CH:59]=3)=[CH:54][CH:53]=2)=[O:51])[CH2:69][CH2:68]1)=[O:15]. The yield is 0.423. (10) The reactants are [Br:1][C:2]1[C:3]([N+:13]([O-])=O)=[C:4]([Cl:12])[CH:5]=[C:6]([F:11])[C:7]=1[O:8][CH2:9][CH3:10].Cl.Cl[Sn]Cl.O. The catalyst is C(O)C. The product is [Br:1][C:2]1[C:7]([O:8][CH2:9][CH3:10])=[C:6]([F:11])[CH:5]=[C:4]([Cl:12])[C:3]=1[NH2:13]. The yield is 0.780.